From a dataset of Reaction yield outcomes from USPTO patents with 853,638 reactions. Predict the reaction yield, written as a fraction of the theoretical maximum amount of product (1.0 means a 100% yield; for example, 0.34 means a 34% yield). The reactants are CS(O[CH:6]1[CH2:11][CH2:10][CH:9]([NH:12][C:13](=[O:19])[O:14][C:15]([CH3:18])([CH3:17])[CH3:16])[CH2:8][CH2:7]1)(=O)=O.[CH3:20][C:21]1[O:25][C:24]([C:26]2[CH:35]=[CH:34][C:29]([C:30]([O:32][CH3:33])=[O:31])=[CH:28][CH:27]=2)=[N:23][C:22]=1[CH2:36][SH:37].C(=O)([O-])[O-].[Cs+].[Cs+].O. The catalyst is CN(C)C=O. The product is [C:15]([O:14][C:13]([NH:12][CH:9]1[CH2:8][CH2:7][CH:6]([S:37][CH2:36][C:22]2[N:23]=[C:24]([C:26]3[CH:35]=[CH:34][C:29]([C:30]([O:32][CH3:33])=[O:31])=[CH:28][CH:27]=3)[O:25][C:21]=2[CH3:20])[CH2:11][CH2:10]1)=[O:19])([CH3:16])([CH3:17])[CH3:18]. The yield is 0.270.